Task: Predict which catalyst facilitates the given reaction.. Dataset: Catalyst prediction with 721,799 reactions and 888 catalyst types from USPTO Reactant: [Br:1][CH2:2][C:3]1[CH:11]=[CH:10][C:9]([F:12])=[CH:8][C:4]=1[C:5]([OH:7])=O.C(Cl)(=O)C(Cl)=O.[Br:19][C:20]1[C:21]([CH3:27])=[C:22]([CH:24]=[CH:25][CH:26]=1)[NH2:23]. Product: [Br:19][C:20]1[C:21]([CH3:27])=[C:22]([NH:23][C:5](=[O:7])[C:4]2[CH:8]=[C:9]([F:12])[CH:10]=[CH:11][C:3]=2[CH2:2][Br:1])[CH:24]=[CH:25][CH:26]=1. The catalyst class is: 59.